This data is from NCI-60 drug combinations with 297,098 pairs across 59 cell lines. The task is: Regression. Given two drug SMILES strings and cell line genomic features, predict the synergy score measuring deviation from expected non-interaction effect. (1) Drug 1: CC(C)(C#N)C1=CC(=CC(=C1)CN2C=NC=N2)C(C)(C)C#N. Drug 2: CCN(CC)CCCC(C)NC1=C2C=C(C=CC2=NC3=C1C=CC(=C3)Cl)OC. Cell line: SK-MEL-5. Synergy scores: CSS=6.58, Synergy_ZIP=-0.129, Synergy_Bliss=3.51, Synergy_Loewe=0.392, Synergy_HSA=0.376. (2) Drug 1: CC1=CC2C(CCC3(C2CCC3(C(=O)C)OC(=O)C)C)C4(C1=CC(=O)CC4)C. Drug 2: C1=NC2=C(N1)C(=S)N=C(N2)N. Cell line: NCI/ADR-RES. Synergy scores: CSS=25.2, Synergy_ZIP=-1.57, Synergy_Bliss=-2.40, Synergy_Loewe=-17.2, Synergy_HSA=-0.107. (3) Drug 1: CC1=CC=C(C=C1)C2=CC(=NN2C3=CC=C(C=C3)S(=O)(=O)N)C(F)(F)F. Drug 2: C1C(C(OC1N2C=NC(=NC2=O)N)CO)O. Cell line: SR. Synergy scores: CSS=24.6, Synergy_ZIP=-0.573, Synergy_Bliss=6.77, Synergy_Loewe=-37.1, Synergy_HSA=-0.568. (4) Drug 1: CS(=O)(=O)C1=CC(=C(C=C1)C(=O)NC2=CC(=C(C=C2)Cl)C3=CC=CC=N3)Cl. Drug 2: CC1C(C(CC(O1)OC2CC(OC(C2O)C)OC3=CC4=CC5=C(C(=O)C(C(C5)C(C(=O)C(C(C)O)O)OC)OC6CC(C(C(O6)C)O)OC7CC(C(C(O7)C)O)OC8CC(C(C(O8)C)O)(C)O)C(=C4C(=C3C)O)O)O)O. Cell line: MDA-MB-435. Synergy scores: CSS=-4.77, Synergy_ZIP=31.7, Synergy_Bliss=28.1, Synergy_Loewe=21.4, Synergy_HSA=20.4. (5) Drug 1: CC1=C(C(CCC1)(C)C)C=CC(=CC=CC(=CC(=O)O)C)C. Drug 2: CC1C(C(CC(O1)OC2CC(OC(C2O)C)OC3=CC4=CC5=C(C(=O)C(C(C5)C(C(=O)C(C(C)O)O)OC)OC6CC(C(C(O6)C)O)OC7CC(C(C(O7)C)O)OC8CC(C(C(O8)C)O)(C)O)C(=C4C(=C3C)O)O)O)O. Cell line: NCI-H522. Synergy scores: CSS=52.4, Synergy_ZIP=12.1, Synergy_Bliss=10.8, Synergy_Loewe=0.399, Synergy_HSA=10.3. (6) Drug 2: CCCCC(=O)OCC(=O)C1(CC(C2=C(C1)C(=C3C(=C2O)C(=O)C4=C(C3=O)C=CC=C4OC)O)OC5CC(C(C(O5)C)O)NC(=O)C(F)(F)F)O. Synergy scores: CSS=0.137, Synergy_ZIP=0.0860, Synergy_Bliss=-0.300, Synergy_Loewe=-3.14, Synergy_HSA=-2.88. Drug 1: CN(C)N=NC1=C(NC=N1)C(=O)N. Cell line: OVCAR-8. (7) Drug 1: C1C(C(OC1N2C=NC3=C(N=C(N=C32)Cl)N)CO)O. Drug 2: CC1=C(C(CCC1)(C)C)C=CC(=CC=CC(=CC(=O)O)C)C. Cell line: MOLT-4. Synergy scores: CSS=68.4, Synergy_ZIP=3.41, Synergy_Bliss=3.03, Synergy_Loewe=-25.7, Synergy_HSA=3.90. (8) Drug 1: C1=NC2=C(N=C(N=C2N1C3C(C(C(O3)CO)O)F)Cl)N. Drug 2: C1CNP(=O)(OC1)N(CCCl)CCCl. Cell line: CCRF-CEM. Synergy scores: CSS=30.1, Synergy_ZIP=0.283, Synergy_Bliss=-1.06, Synergy_Loewe=-55.0, Synergy_HSA=-2.42. (9) Drug 1: C(CC(=O)O)C(=O)CN.Cl. Drug 2: COCCOC1=C(C=C2C(=C1)C(=NC=N2)NC3=CC=CC(=C3)C#C)OCCOC.Cl. Cell line: RPMI-8226. Synergy scores: CSS=12.0, Synergy_ZIP=-2.12, Synergy_Bliss=1.41, Synergy_Loewe=0.506, Synergy_HSA=-0.846.